From a dataset of Ames mutagenicity test results for genotoxicity prediction. Regression/Classification. Given a drug SMILES string, predict its toxicity properties. Task type varies by dataset: regression for continuous values (e.g., LD50, hERG inhibition percentage) or binary classification for toxic/non-toxic outcomes (e.g., AMES mutagenicity, cardiotoxicity, hepatotoxicity). Dataset: ames. (1) The compound is Nc1ccc(O)c2c1C(=O)c1c(O)ccc(N)c1C2=O. The result is 1 (mutagenic). (2) The compound is Cc1cc2ccccc2c2ccc3c(c12)C1OC1C(O)C3O. The result is 1 (mutagenic). (3) The molecule is CC12CCNC(=O)C=C1CCC1C2CCC2(C)C(OC(=O)/C=C/c3cccc(N(CCCl)CCCl)c3)CCC12. The result is 0 (non-mutagenic). (4) The molecule is c1ccc2c(c1)ccc1cc3c(ccc4ccccc43)cc12. The result is 1 (mutagenic). (5) The compound is O=[N+]([O-])c1cc2cccc([N+](=O)[O-])c2cc1[N+](=O)[O-]. The result is 1 (mutagenic). (6) The compound is Clc1ccc(C(c2ccc(Cl)cc2)C(Cl)(Cl)Cl)cc1. The result is 0 (non-mutagenic). (7) The compound is Nc1ccc2ccc3c4ccccc4cc4ccc1c2c43. The result is 1 (mutagenic).